Dataset: Experimentally validated miRNA-target interactions with 360,000+ pairs, plus equal number of negative samples. Task: Binary Classification. Given a miRNA mature sequence and a target amino acid sequence, predict their likelihood of interaction. (1) The miRNA is hsa-miR-6893-5p with sequence CAGGCAGGUGUAGGGUGGAGC. The protein sequence of the target gene is MAAARCWRPLLRGPRLSLHTAANAAATATETTCQDVAATPVARYPPIVASMTADSKAARLRRIERWQATVHAAESVDEKLRILTKMQFMKYMVYPQTFALNADRWYQYFTKTVFLSGLPPPPAEPEPEPEPEPEPALDLAALRAVACDCLLQEHFYLRRRRRVHRYEESEVISLPFLDQLVSTLVGLLSPHNPALAAAALDYRCPVHFYWVRGEEIIPRGHRRGRIDDLRYQIDDKPNNQIRISKQLAEFVPLDYSVPIEIPTIKCKPDKLPLFKRQYENHIFVGSKTADPCCYGHTQFH.... Result: 1 (interaction). (2) The protein sequence of the target gene is MGRRSRGRRLQQQQRPEDAEDGAEGGGKRGEAGWEGGYPEIVKENKLFEHYYQELKIVPEGEWGQFMDALREPLPATLRITGYKSHAKEILHCLKNKYFKELEDLEVDGQKVEVPQPLSWYPEELAWHTNLSRKILRKSPHLEKFHQFLVSETESGNISRQEAVSMIPPLLLNVRPHHKILDMCAAPGSKTTQLIEMLHADMNVPFPEGFVIANDVDNKRCYLLVHQAKRLSSPCIMVVNHDASSIPRLQIDVDGRKEILFYDRILCDVPCSGDGTMRKNIDVWKKWTTLNSLQLHGLQL.... The miRNA is gga-miR-15b-5p with sequence UAGCAGCACAUCAUGGUUUGCA. Result: 0 (no interaction). (3) The miRNA is hsa-miR-3674 with sequence AUUGUAGAACCUAAGAUUGGCC. The protein sequence of the target gene is MYIKMATLANGQADNASLSTNGLGSSPGSAGHMNGLSHSPGNPSTIPMKDHDAIKLFIGQIPRNLDEKDLKPLFEEFGKIYELTVLKDRFTGMHKGCAFLTYCERESALKAQSALHEQKTLPGMNRPIQVKPADSESRGGSSCLRQPPSQDRKLFVGMLNKQQSEDDVRRLFEAFGNIEECTILRGPDGNSKGCAFVKYSSHAEAQAAINALHGSQTMPGASSSLVVKFADTDKERTMRRMQQMAGQMGMFNPMAIPFGAYGAYAQALMQQQAALMASVAQGGYLNPMAAFAAAQMQQMA.... Result: 0 (no interaction). (4) The miRNA is hsa-miR-8057 with sequence GUGGCUCUGUAGUAAGAUGGA. The protein sequence of the target gene is MPTFDQALRKAGEFGRFQRRVFLLLCLTGVTFAFLFVGVVFLGSQPDYYWCRGPRATALAERCAWSPEEEWNLTTPELHVPAERRGQGHCHRYLLEATNTSSELSCDPLTAFPNRSAPLVSCSGDWRYVETHSTIVSQFDLVCSNAWMLDLTQAILNLGFLAGAFTLGYAADRYGRLIIYLISCFGVGITGVVVAFAPNFSVFVIFRFLQGVFGKGAWMTCFVIVTEIVGSKQRRIVGIVIQMFFTLGIIILPGIAYFTPSWQGIQLAISLPSFLFLLYYWVVPESPRWLITRKQGEKAL.... Result: 0 (no interaction). (5) The miRNA is hsa-miR-4787-3p with sequence GAUGCGCCGCCCACUGCCCCGCGC. The protein sequence of the target gene is MPSSGALKDLSFSQHFRMMVICIVLLQVLLQAVSVAVTYMYFTNEMKQLQDNYSKIGLACFSKTDEDFWDSTDGEILNRPCLQVKRQLYQLIEEVTLRTFQDTISTVPEKQLSTPPLPRGGRPQKVAAHITGITRRSNSALIPISKDGKTLGQKIESWESSRKGHSFLNHVLFRNGELVIEQEGLYYIYSQTYFRFQEAEDASKMVSKDKVRTKQLVQYIYKYTSYPDPIVLMKSARNSCWSRDAEYGLYSIYQGGLFELKKNDRIFVSVTNEHLMDLDQEASFFGAFLIN. Result: 0 (no interaction). (6) The miRNA is hsa-miR-6732-5p with sequence UAGGGGGUGGCAGGCUGGCC. The protein sequence of the target gene is MTVARPSVPAALPLLGELPRLLLLVLLCLPAVWGDCGLPPDVPNAQPALEGRTSFPEDTVITYKCEESFVKIPGEKDSVICLKGSQWSDIEEFCNRSCEVPTRLNSASLKQPYITQNYFPVGTVVEYECRPGYRREPSLSPKLTCLQNLKWSTAVEFCKKKSCPNPGEIRNGQIDVPGGILFGATISFSCNTGYKLFGSTSSFCLISGSSVQWSDPLPECREIYCPAPPQIDNGIIQGERDHYGYRQSVTYACNKGFTMIGEHSIYCTVNNDEGEWSGPPPECRGKSLTSKVPPTVQKPT.... Result: 1 (interaction). (7) The protein sequence of the target gene is MAKLRVAYEYTEAEDKSIRLGLFLIISGVVSLFIFGFCWLSPALQDLQATEANCTVLSVQQIGEVFECTFTCGADCRGTSQYPCVQVYVNNSESNSRALLHSDEHQLLTNPKCSYIPPCKRENQKNLESVMNWQQYWKDEIGSQPFTCYFNQHQRPDDVLLHRTHDEIVLLHCFLWPLVTFVVGVLIVVLTICAKSLAVKAEAMKKRKFS. The miRNA is hsa-miR-190a-3p with sequence CUAUAUAUCAAACAUAUUCCU. Result: 1 (interaction).